Dataset: Full USPTO retrosynthesis dataset with 1.9M reactions from patents (1976-2016). Task: Predict the reactants needed to synthesize the given product. (1) Given the product [CH2:24]([N:23]1[CH:22]=[N:21][N:20]=[C:19]1[CH2:18][S:8][C:3]1[CH:4]=[CH:5][C:6]([NH2:11])=[CH:7][CH:2]=1)[CH2:25][CH3:26], predict the reactants needed to synthesize it. The reactants are: N[C:2]1[CH:7]=[CH:6][CH:5]=[CH:4][C:3]=1[SH:8].C([N:11](CC)CC)C.Cl.Cl[CH2:18][C:19]1[N:23]([CH2:24][CH2:25][CH3:26])[CH:22]=[N:21][N:20]=1. (2) Given the product [C:2]([C:4]1[CH:5]=[CH:6][C:7]([CH2:8][N:9]2[CH2:14][CH2:13][N:12]([S:28]([CH:27]=[CH2:26])(=[O:30])=[O:29])[CH2:11][C:10]2=[O:15])=[CH:16][CH:17]=1)#[N:3], predict the reactants needed to synthesize it. The reactants are: Cl.[C:2]([C:4]1[CH:17]=[CH:16][C:7]([CH2:8][N:9]2[CH2:14][CH2:13][NH:12][CH2:11][C:10]2=[O:15])=[CH:6][CH:5]=1)#[N:3].C(N(CC)CC)C.Cl[CH2:26][CH2:27][S:28](Cl)(=[O:30])=[O:29].